This data is from Forward reaction prediction with 1.9M reactions from USPTO patents (1976-2016). The task is: Predict the product of the given reaction. (1) Given the reactants [CH3:1][C:2]1([CH3:38])[C:10]2[C:5](=[CH:6][C:7](B3OC(C)(C)C(C)(C)O3)=[CH:8][CH:9]=2)[N:4]([C:20]2[C:29]3[C:24](=[CH:25][C:26]([F:30])=[CH:27][CH:28]=3)[N:23]=[C:22]([C:31]3[CH:36]=[CH:35][CH:34]=[CH:33][N:32]=3)[C:21]=2[CH3:37])[CH2:3]1.[CH:39]1[C:44](Cl)=[N:43][C:42]([NH2:46])=[N:41][CH:40]=1.C(=O)([O-])[O-].[Na+].[Na+], predict the reaction product. The product is: [F:30][C:26]1[CH:25]=[C:24]2[C:29]([C:20]([N:4]3[C:5]4[C:10](=[CH:9][CH:8]=[C:7]([C:40]5[CH:39]=[CH:44][N:43]=[C:42]([NH2:46])[N:41]=5)[CH:6]=4)[C:2]([CH3:1])([CH3:38])[CH2:3]3)=[C:21]([CH3:37])[C:22]([C:31]3[CH:36]=[CH:35][CH:34]=[CH:33][N:32]=3)=[N:23]2)=[CH:28][CH:27]=1. (2) Given the reactants [CH3:1][C:2]1[CH:3]=[C:4]([C:18]([OH:20])=O)[NH:5][C:6]=1[CH:7]=[C:8]1[C:16]2[C:11](=[CH:12][CH:13]=[CH:14][CH:15]=2)[NH:10][C:9]1=[O:17].[NH2:21][CH2:22][CH:23]1[CH2:28][CH2:27][CH2:26][CH2:25][CH2:24]1.CCN(CC)CC, predict the reaction product. The product is: [CH:23]1([CH2:22][NH:21][C:18]([C:4]2[NH:5][C:6]([CH:7]=[C:8]3[C:16]4[C:11](=[CH:12][CH:13]=[CH:14][CH:15]=4)[NH:10][C:9]3=[O:17])=[C:2]([CH3:1])[CH:3]=2)=[O:20])[CH2:28][CH2:27][CH2:26][CH2:25][CH2:24]1. (3) Given the reactants CN(C=O)C.F[C:7]1[CH:14]=[CH:13][C:10]([CH:11]=[O:12])=[CH:9][C:8]=1[C:15]([F:18])([F:17])[F:16].C(=O)([O-])[O-].[K+].[K+].[NH:25]1[CH:29]=[CH:28][N:27]=[CH:26]1, predict the reaction product. The product is: [N:25]1([C:7]2[CH:14]=[CH:13][C:10]([CH:11]=[O:12])=[CH:9][C:8]=2[C:15]([F:18])([F:17])[F:16])[CH:29]=[CH:28][N:27]=[CH:26]1.